This data is from Catalyst prediction with 721,799 reactions and 888 catalyst types from USPTO. The task is: Predict which catalyst facilitates the given reaction. (1) Reactant: [C:1]([CH2:3][NH:4][C:5](=[O:23])[C@@H:6]([OH:22])[CH2:7][S:8]([CH2:11][C:12]1[CH:17]=[CH:16][CH:15]=[CH:14][C:13]=1[O:18][CH:19]([F:21])[F:20])(=[O:10])=[O:9])#[N:2].ClC(Cl)(Cl)[C:26]([N:28]=C=O)=[O:27]. Product: [C:1]([CH2:3][NH:4][C:5]([C@@H:6]([O:22][C:26](=[O:27])[NH2:28])[CH2:7][S:8]([CH2:11][C:12]1[CH:17]=[CH:16][CH:15]=[CH:14][C:13]=1[O:18][CH:19]([F:20])[F:21])(=[O:10])=[O:9])=[O:23])#[N:2]. The catalyst class is: 410. (2) Reactant: [CH2:1]([O:8][C:9]1[CH:16]=[C:15]([O:17][CH3:18])[CH:14]=[CH:13][C:10]=1[CH:11]=[O:12])[C:2]1[CH:7]=[CH:6][CH:5]=[CH:4][CH:3]=1.C1C(=O)N([Br:26])C(=O)C1. Product: [CH2:1]([O:8][C:9]1[CH:16]=[C:15]([O:17][CH3:18])[C:14]([Br:26])=[CH:13][C:10]=1[CH:11]=[O:12])[C:2]1[CH:3]=[CH:4][CH:5]=[CH:6][CH:7]=1. The catalyst class is: 53.